Dataset: Retrosynthesis with 50K atom-mapped reactions and 10 reaction types from USPTO. Task: Predict the reactants needed to synthesize the given product. (1) The reactants are: C[Mg+].FC(F)(F)c1cc(Cl)nc(Cl)c1. Given the product Cc1cc(C(F)(F)F)cc(Cl)n1, predict the reactants needed to synthesize it. (2) Given the product CC(=O)N1c2ccccc2C(=Nc2ccc3ocnc3c2)CC1C, predict the reactants needed to synthesize it. The reactants are: CC(=O)N1c2ccccc2C(=O)CC1C.Nc1ccc2ocnc2c1. (3) Given the product CN(c1ccccc1)S(=O)(=O)NC(=O)C1CCN(c2nc(CN3CCCCC3=O)c(C(=O)C3CC3)cc2C#N)CC1, predict the reactants needed to synthesize it. The reactants are: CN(c1ccccc1)S(N)(=O)=O.N#Cc1cc(C(=O)C2CC2)c(CN2CCCCC2=O)nc1N1CCC(C(=O)O)CC1. (4) Given the product Cn1c(Nc2c(F)cccc2F)nc2cc(C(=O)O)ccc21, predict the reactants needed to synthesize it. The reactants are: CCOC(=O)c1ccc2c(c1)nc(Nc1c(F)cccc1F)n2C. (5) Given the product O=C(NNc1cc(C(F)(F)F)cc(C(F)(F)F)c1)C(c1ccccc1Cl)N1CCN2CCC[C@@H]2C1, predict the reactants needed to synthesize it. The reactants are: NNc1cc(C(F)(F)F)cc(C(F)(F)F)c1.O=C(O)C(c1ccccc1Cl)N1CCN2CCC[C@@H]2C1. (6) Given the product CC(C)(C)c1nc(-c2cccc(NS(=O)(=O)c3ccccc3)c2F)c(-c2ccnc(N)n2)s1, predict the reactants needed to synthesize it. The reactants are: CC(C)(C)c1nc(-c2cccc(N)c2F)c(-c2ccnc(N)n2)s1.O=S(=O)(Cl)c1ccccc1. (7) Given the product COc1ccc(CN(Cc2ccc(OC)cc2)c2nc(C)c(C)c(NCc3cc(-c4ccc(F)cc4)no3)c2N)cc1, predict the reactants needed to synthesize it. The reactants are: COc1ccc(CN(Cc2ccc(OC)cc2)c2nc(C)c(C)c(NCc3cc(-c4ccc(F)cc4)no3)c2[N+](=O)[O-])cc1. (8) Given the product Cc1nc2cc(Oc3ccc4nc(NC(=O)C5CC5)cn4n3)ccc2n1C, predict the reactants needed to synthesize it. The reactants are: Cc1nc2cc(O)ccc2n1C.O=C(Nc1cn2nc(I)ccc2n1)C1CC1. (9) Given the product O=C1c2c(c3n(c(=O)c2O)CCCCN(CCO)C3=O)CCN1Cc1ccc(F)c(Cl)c1, predict the reactants needed to synthesize it. The reactants are: CC(=O)OCCN1CCCCn2c(c3c(c(O)c2=O)C(=O)N(Cc2ccc(F)c(Cl)c2)CC3)C1=O.